Dataset: Forward reaction prediction with 1.9M reactions from USPTO patents (1976-2016). Task: Predict the product of the given reaction. (1) Given the reactants [CH3:1][N:2]([CH2:14][CH2:15][N:16]1[CH2:21][CH2:20][O:19][CH2:18][CH2:17]1)[C:3]([C:5]1[CH:6]=[C:7]([CH:11]=[CH:12][CH:13]=1)[C:8]([OH:10])=O)=[O:4].CCN=C=NCCCN(C)C.Cl.[NH2:34][C:35]1[CH:55]=[CH:54][C:53]([N:56]2[CH2:61][CH2:60][CH2:59][CH2:58][CH2:57]2)=[CH:52][C:36]=1[C:37]([NH:39][C:40]1[CH:41]=[N:42][C:43]([C:46]2[CH:51]=[CH:50][CH:49]=[CH:48][CH:47]=2)=[N:44][CH:45]=1)=[O:38], predict the reaction product. The product is: [CH3:1][N:2]([CH2:14][CH2:15][N:16]1[CH2:21][CH2:20][O:19][CH2:18][CH2:17]1)[C:3](=[O:4])[C:5]1[CH:13]=[CH:12][CH:11]=[C:7]([C:8]([NH:34][C:35]2[CH:55]=[CH:54][C:53]([N:56]3[CH2:57][CH2:58][CH2:59][CH2:60][CH2:61]3)=[CH:52][C:36]=2[C:37](=[O:38])[NH:39][C:40]2[CH:45]=[N:44][C:43]([C:46]3[CH:47]=[CH:48][CH:49]=[CH:50][CH:51]=3)=[N:42][CH:41]=2)=[O:10])[CH:6]=1. (2) The product is: [Cl:1][C:2]1[CH:7]=[C:6]([CH3:8])[CH:5]=[C:4]([CH3:9])[C:3]=1[N:10]=[C:11]([C:13]1[CH:14]=[CH:15][CH:16]=[C:17]([C:19](=[N:27][C:26]2[C:28]([CH:32]([CH3:33])[CH3:34])=[CH:29][CH:30]=[CH:31][C:25]=2[CH:22]([CH3:24])[CH3:23])[CH3:20])[N:18]=1)[CH3:12]. Given the reactants [Cl:1][C:2]1[CH:7]=[C:6]([CH3:8])[CH:5]=[C:4]([CH3:9])[C:3]=1[N:10]=[C:11]([C:13]1[N:18]=[C:17]([C:19](=O)[CH3:20])[CH:16]=[CH:15][CH:14]=1)[CH3:12].[CH:22]([C:25]1[CH:31]=[CH:30][CH:29]=[C:28]([CH:32]([CH3:34])[CH3:33])[C:26]=1[NH2:27])([CH3:24])[CH3:23], predict the reaction product. (3) Given the reactants [F:1][C:2]1[CH:3]=[C:4]([CH:10]2[CH2:15][CH2:14][CH2:13][CH2:12][CH:11]2[OH:16])[CH:5]=[C:6]([F:9])[C:7]=1[F:8].C(=O)(O)[O-].[Na+], predict the reaction product. The product is: [F:1][C:2]1[CH:3]=[C:4]([CH:10]2[CH2:15][CH2:14][CH2:13][CH2:12][C:11]2=[O:16])[CH:5]=[C:6]([F:9])[C:7]=1[F:8]. (4) Given the reactants [F:1][C:2]1[CH:7]=[CH:6][CH:5]=[C:4]([F:8])[C:3]=1[N:9]1[C:14]2[N:15]=[C:16](S(C)(=O)=O)[N:17]=[C:18]([C:19]3[CH:20]=[C:21]([CH:32]=[CH:33][C:34]=3[CH3:35])[C:22]([NH:24][CH2:25][C:26]3[CH:31]=[CH:30][CH:29]=[CH:28][CH:27]=3)=[O:23])[C:13]=2[CH2:12][NH:11][C:10]1=[O:40].[NH2:41][CH:42]1[CH2:47][CH2:46][N:45]([C:48]([O:50][C:51]([CH3:54])([CH3:53])[CH3:52])=[O:49])[CH2:44][CH2:43]1.C(N(CC)CC)C, predict the reaction product. The product is: [F:1][C:2]1[CH:7]=[CH:6][CH:5]=[C:4]([F:8])[C:3]=1[N:9]1[C:14]2[N:15]=[C:16]([NH:41][CH:42]3[CH2:43][CH2:44][N:45]([C:48]([O:50][C:51]([CH3:54])([CH3:53])[CH3:52])=[O:49])[CH2:46][CH2:47]3)[N:17]=[C:18]([C:19]3[CH:20]=[C:21]([C:22]([NH:24][CH2:25][C:26]4[CH:31]=[CH:30][CH:29]=[CH:28][CH:27]=4)=[O:23])[CH:32]=[CH:33][C:34]=3[CH3:35])[C:13]=2[CH2:12][NH:11][C:10]1=[O:40]. (5) Given the reactants [CH2:1]([O:3][C:4]1[N:9]([CH3:10])[C:8](=[O:11])[N:7]([CH3:12])[C:6](=[O:13])[C:5]=1[CH:14]=O)[CH3:2].Cl.[CH3:17][O:18][NH2:19], predict the reaction product. The product is: [CH3:17][O:18][N:19]=[CH:14][C:5]1[C:6](=[O:13])[N:7]([CH3:12])[C:8](=[O:11])[N:9]([CH3:10])[C:4]=1[O:3][CH2:1][CH3:2]. (6) Given the reactants [C:1](OCC)(=O)[CH2:2][C:3]([O-:5])=O.[K+].C(N(CC)CC)C.[Cl-].[Mg+2].[Cl-].[Cl:21][C:22]1[CH:30]=[C:29]([Cl:31])[CH:28]=[CH:27][C:23]=1C(Cl)=O.Cl.[CH3:33][NH:34][NH2:35], predict the reaction product. The product is: [Cl:21][C:22]1[CH:30]=[C:29]([Cl:31])[CH:28]=[CH:27][C:23]=1[C:1]1[CH:2]=[C:3]([OH:5])[N:34]([CH3:33])[N:35]=1. (7) Given the reactants [Cl:1][C:2]1[CH:11]=[C:10]2[C:5]([NH:6][C:7](=O)[C:8]3[N:9]2[N:12]=[C:13]([C:15]([O:17][CH2:18][CH3:19])=[O:16])[N:14]=3)=[CH:4][CH:3]=1.ClC1C=C2C(NC(=O)C3N2N=C(C)N=3)=CC=1.[CH3:37][N:38]1[CH2:43][CH2:42][NH:41][CH2:40][CH2:39]1.N1CCNCC1, predict the reaction product. The product is: [Cl:1][C:2]1[CH:11]=[C:10]2[C:5]([N:6]=[C:7]([N:41]3[CH2:42][CH2:43][N:38]([CH3:37])[CH2:39][CH2:40]3)[C:8]3[N:9]2[N:12]=[C:13]([C:15]([O:17][CH2:18][CH3:19])=[O:16])[N:14]=3)=[CH:4][CH:3]=1. (8) Given the reactants [Cl:1][C:2]1[CH:7]=[C:6]([CH2:8][OH:9])[CH:5]=[C:4]([C:10]([F:13])([F:12])[F:11])[N:3]=1.CI.[CH3:16]N(C)C=O.C(=O)([O-])[O-].[K+].[K+], predict the reaction product. The product is: [Cl:1][C:2]1[CH:7]=[C:6]([CH2:8][O:9][CH3:16])[CH:5]=[C:4]([C:10]([F:11])([F:12])[F:13])[N:3]=1. (9) Given the reactants [Br:1][C:2]1[CH:3]=[C:4]([CH2:9][CH2:10][C:11]([O:13][CH3:14])=[O:12])[CH:5]=[CH:6][C:7]=1[OH:8].C(=O)([O-])[O-].[Cs+].[Cs+].I[C:22]1[CH:27]=[CH:26][CH:25]=[CH:24][CH:23]=1.C(CC(=O)C(C)(C)C)(=O)C(C)(C)C, predict the reaction product. The product is: [Br:1][C:2]1[CH:3]=[C:4]([CH2:9][CH2:10][C:11]([O:13][CH3:14])=[O:12])[CH:5]=[CH:6][C:7]=1[O:8][C:22]1[CH:27]=[CH:26][CH:25]=[CH:24][CH:23]=1. (10) Given the reactants C[Si]([N-][Si](C)(C)C)(C)C.[K+].[CH2:11]([O:13][C:14]([C:16]1[CH:17]=[C:18]([CH:22]2[CH2:27][CH2:26][N:25]([C:28]([O:30][C:31]([CH3:34])([CH3:33])[CH3:32])=[O:29])[C:24](=[O:35])[CH2:23]2)[CH:19]=[CH:20][CH:21]=1)=[O:15])[CH3:12].[CH3:36]I, predict the reaction product. The product is: [CH2:11]([O:13][C:14]([C:16]1[CH:17]=[C:18]([CH:22]2[CH2:27][CH2:26][N:25]([C:28]([O:30][C:31]([CH3:34])([CH3:33])[CH3:32])=[O:29])[C:24](=[O:35])[CH:23]2[CH3:36])[CH:19]=[CH:20][CH:21]=1)=[O:15])[CH3:12].